Dataset: Reaction yield outcomes from USPTO patents with 853,638 reactions. Task: Predict the reaction yield, written as a fraction of the theoretical maximum amount of product (1.0 means a 100% yield; for example, 0.34 means a 34% yield). (1) The reactants are [Cl:1][CH2:2][CH2:3][CH2:4][C@@H:5]1[CH2:9][C@@H:8]([CH2:10][OH:11])[NH:7][C:6]1=[O:12].[N+:13]([C:16]1[CH:21]=[CH:20][C:19]([S:22](Cl)(=[O:24])=[O:23])=[CH:18][CH:17]=1)([O-:15])=[O:14].C(N(CC)CC)C.S(C1C=CC([N+]([O-])=O)=CC=1)([O-])(=O)=O. The catalyst is CN(C1C=CN=CC=1)C.C1COCC1.CCOC(C)=O. The product is [N+:13]([C:16]1[CH:17]=[CH:18][C:19]([S:22]([O:11][CH2:10][C@@H:8]2[CH2:9][C@@H:5]([CH2:4][CH2:3][CH2:2][Cl:1])[C:6](=[O:12])[NH:7]2)(=[O:24])=[O:23])=[CH:20][CH:21]=1)([O-:15])=[O:14]. The yield is 0.860. (2) The reactants are [NH2:1][C:2]1[N:3]([CH3:24])[C:4](=[O:23])[C:5]2([C:15]3[C:10](=[CH:11][CH:12]=[C:13](Br)[CH:14]=3)[O:9][CH:8]([C:17]3[CH:22]=[CH:21][CH:20]=[CH:19][CH:18]=3)[CH2:7]2)[N:6]=1.[C:25]([C:27]1[CH:32]=[CH:31][C:30](B(O)O)=[CH:29][CH:28]=1)#[N:26]. The catalyst is C1(C)C=CC=CC=1.C([O-])([O-])=O.[Na+].[Na+].C1C=CC([P]([Pd]([P](C2C=CC=CC=2)(C2C=CC=CC=2)C2C=CC=CC=2)([P](C2C=CC=CC=2)(C2C=CC=CC=2)C2C=CC=CC=2)[P](C2C=CC=CC=2)(C2C=CC=CC=2)C2C=CC=CC=2)(C2C=CC=CC=2)C2C=CC=CC=2)=CC=1. The product is [NH2:1][C:2]1[N:3]([CH3:24])[C:4](=[O:23])[C:5]2([C:15]3[C:10](=[CH:11][CH:12]=[C:13]([C:29]4[CH:28]=[C:27]([CH:32]=[CH:31][CH:30]=4)[C:25]#[N:26])[CH:14]=3)[O:9][CH:8]([C:17]3[CH:22]=[CH:21][CH:20]=[CH:19][CH:18]=3)[CH2:7]2)[N:6]=1. The yield is 0.0900. (3) The reactants are [CH2:1]([N:8]([CH2:19][CH2:20][OH:21])[C:9](=[O:18])[C:10]1[CH:15]=[CH:14][C:13]([Br:16])=[CH:12][C:11]=1F)[C:2]1[CH:7]=[CH:6][CH:5]=[CH:4][CH:3]=1.[H-].[Na+]. The catalyst is CN(C)C=O. The product is [CH2:1]([N:8]1[C:9](=[O:18])[C:10]2[CH:15]=[CH:14][C:13]([Br:16])=[CH:12][C:11]=2[O:21][CH2:20][CH2:19]1)[C:2]1[CH:7]=[CH:6][CH:5]=[CH:4][CH:3]=1. The yield is 0.737. (4) The reactants are Cl[SiH:2]1[N:6]([CH:7]([CH3:9])[CH3:8])[CH:5]=[CH:4][N:3]1[CH:10]([CH3:12])[CH3:11].[CH:13]([NH2:16])([CH3:15])[CH3:14]. The catalyst is CCCCCC. The product is [CH:10]([N:3]1[CH:4]=[CH:5][N:6]([CH:7]([CH3:9])[CH3:8])[SiH:2]1[NH:16][CH:13]([CH3:15])[CH3:14])([CH3:12])[CH3:11]. The yield is 0.870. (5) The reactants are [CH3:1][C:2]1([CH3:28])[CH2:7][O:6][CH:5]([CH2:8][O:9][C:10]2[CH:15]=[CH:14][N:13]=[C:12]([CH2:16][S:17][C:18]3[NH:22][C:21]4[CH:23]=[CH:24][CH:25]=[CH:26][C:20]=4[N:19]=3)[C:11]=2[CH3:27])[O:4][CH2:3]1.ClC1C=CC=C(C(OO)=[O:37])C=1.C(=O)([O-])O.[Na+]. The catalyst is CO.C1(C)C=CC=CC=1. The product is [CH3:1][C:2]1([CH3:28])[CH2:7][O:6][CH:5]([CH2:8][O:9][C:10]2[CH:15]=[CH:14][N:13]=[C:12]([CH2:16][S:17]([C:18]3[NH:19][C:20]4[CH:26]=[CH:25][CH:24]=[CH:23][C:21]=4[N:22]=3)=[O:37])[C:11]=2[CH3:27])[O:4][CH2:3]1. The yield is 0.762.